This data is from Forward reaction prediction with 1.9M reactions from USPTO patents (1976-2016). The task is: Predict the product of the given reaction. (1) The product is: [CH:1]([C:4]1[N:5]=[C:6]([CH2:9][CH2:10][C:11]2[CH:31]=[CH:30][N:14]3[C:15](=[O:29])[C:16](/[CH:20]=[CH:21]/[C:22]([OH:24])=[O:23])=[C:17]([OH:19])[N:18]=[C:13]3[CH:12]=2)[S:7][CH:8]=1)([CH3:3])[CH3:2]. Given the reactants [CH:1]([C:4]1[N:5]=[C:6]([CH2:9][CH2:10][C:11]2[CH:31]=[CH:30][N:14]3[C:15](=[O:29])[C:16](/[CH:20]=[CH:21]/[C:22]([O:24]C(C)(C)C)=[O:23])=[C:17]([OH:19])[N:18]=[C:13]3[CH:12]=2)[S:7][CH:8]=1)([CH3:3])[CH3:2].C(O)=O, predict the reaction product. (2) Given the reactants [CH:1]([C:4]1[CH:8]=[C:7]([CH2:9][NH:10][C:11]([NH2:13])=[S:12])[O:6][N:5]=1)([CH3:3])[CH3:2].[O-]CC.[Na+].[C:18]([CH2:20][C:21](OCC)=[O:22])#[N:19], predict the reaction product. The product is: [NH2:19][C:18]1[N:10]([CH2:9][C:7]2[O:6][N:5]=[C:4]([CH:1]([CH3:3])[CH3:2])[CH:8]=2)[C:11](=[S:12])[NH:13][C:21](=[O:22])[CH:20]=1. (3) Given the reactants [F:1][C:2]([F:15])([F:14])[O:3][C:4]1[CH:13]=[CH:12][C:7]2[N:8]=[C:9]([NH2:11])[S:10][C:6]=2[CH:5]=1.[F:16][C:17]1[CH:18]=[C:19]([CH:23]=[C:24]([C:26]([F:29])([F:28])[F:27])[CH:25]=1)[C:20](Cl)=[O:21].Br[CH:31]([CH2:36][CH3:37])[C:32]([O:34]C)=[O:33].COC1C=CC2N=C(N)SC=2C=1.ClC1C=C(C=CC=1)C(Cl)=O.BrCC(OCC)=O, predict the reaction product. The product is: [F:16][C:17]1[CH:18]=[C:19]([CH:23]=[C:24]([C:26]([F:29])([F:28])[F:27])[CH:25]=1)[C:20]([N:11]=[C:9]1[N:8]([CH:31]([CH2:36][CH3:37])[C:32]([OH:34])=[O:33])[C:7]2[CH:12]=[CH:13][C:4]([O:3][C:2]([F:1])([F:14])[F:15])=[CH:5][C:6]=2[S:10]1)=[O:21]. (4) Given the reactants Cl.Cl[CH2:3][C:4]1[N:9]=[CH:8][C:7]2[O:10][CH2:11][CH2:12][O:13][C:6]=2[CH:5]=1.C(=O)([O-])O.[Na+].[Cl-].[Na+].[N-:21]=[N+:22]=[N-:23].[Na+], predict the reaction product. The product is: [N:21]([CH2:3][C:4]1[N:9]=[CH:8][C:7]2[O:10][CH2:11][CH2:12][O:13][C:6]=2[CH:5]=1)=[N+:22]=[N-:23]. (5) Given the reactants C([O:3][C:4](=[O:29])[CH:5]([C:11]1[C:12](=[O:28])[N:13]([C:17]2[C:22]([CH3:23])=[CH:21][C:20]([N+:24]([O-:26])=[O:25])=[CH:19][C:18]=2[CH3:27])[CH:14]=[CH:15][CH:16]=1)C(OCC)=O)C.O1CCOCC1.[OH-].[Na+], predict the reaction product. The product is: [CH3:23][C:22]1[CH:21]=[C:20]([N+:24]([O-:26])=[O:25])[CH:19]=[C:18]([CH3:27])[C:17]=1[N:13]1[CH:14]=[CH:15][CH:16]=[C:11]([CH2:5][C:4]([OH:29])=[O:3])[C:12]1=[O:28]. (6) Given the reactants Br[C:2]1[CH:10]=[C:9]2[C:5]([C:6]([C:11]#[N:12])=[CH:7][NH:8]2)=[CH:4][CH:3]=1.[C:13]([O-:16])(=[O:15])C.[Na+].ClCCl.[CH2:21](O)[CH3:22], predict the reaction product. The product is: [CH2:21]([O:16][C:13]([C:2]1[CH:10]=[C:9]2[C:5]([C:6]([C:11]#[N:12])=[CH:7][NH:8]2)=[CH:4][CH:3]=1)=[O:15])[CH3:22]. (7) Given the reactants [C:1]1([CH3:8])[CH:6]=[CH:5][CH:4]=[C:3]([CH3:7])[CH:2]=1.C(O[O:14][C:15]([CH3:18])(C)C)(C)(C)C.[C]=O.[CH2:21]([OH:23])C, predict the reaction product. The product is: [CH3:8][C:1]1[CH:2]=[C:3]([CH2:7][C:21]([O:14][CH2:15][CH3:18])=[O:23])[CH:4]=[CH:5][CH:6]=1.